The task is: Predict the reactants needed to synthesize the given product.. This data is from Full USPTO retrosynthesis dataset with 1.9M reactions from patents (1976-2016). Given the product [NH2:1][C:2]1[N:10]=[CH:9][N:8]=[C:7]2[C:3]=1[N:4]=[C:5]([S:15][C:16]1[S:17][C:18]3[C:24]([Cl:25])=[CH:23][CH:22]=[CH:21][C:19]=3[N:20]=1)[N:6]2[CH2:11][CH2:12][CH2:13][O:14][S:26](=[O:29])(=[O:28])[NH2:27], predict the reactants needed to synthesize it. The reactants are: [NH2:1][C:2]1[N:10]=[CH:9][N:8]=[C:7]2[C:3]=1[N:4]=[C:5]([S:15][C:16]1[S:17][C:18]3[C:24]([Cl:25])=[CH:23][CH:22]=[CH:21][C:19]=3[N:20]=1)[N:6]2[CH2:11][CH2:12][CH2:13][OH:14].[S:26](Cl)(=[O:29])(=[O:28])[NH2:27].C(=O)([O-])[O-].[Ca+2].